Dataset: Reaction yield outcomes from USPTO patents with 853,638 reactions. Task: Predict the reaction yield, written as a fraction of the theoretical maximum amount of product (1.0 means a 100% yield; for example, 0.34 means a 34% yield). The reactants are [Cl:1][C:2]1[CH:3]=[C:4]2[C:8](=[CH:9][CH:10]=1)[N:7]([CH3:11])[C:6]([C:12]1[CH:17]=[CH:16][C:15]([Cl:18])=[CH:14][CH:13]=1)=[C:5]2[CH2:19][CH2:20][C:21]([OH:23])=O.[C:24]1([CH2:30][C:31]2([OH:37])[CH2:36][CH2:35][NH:34][CH2:33][CH2:32]2)[CH:29]=[CH:28][CH:27]=[CH:26][CH:25]=1. The catalyst is O1CCCC1. The product is [Cl:1][C:2]1[CH:3]=[C:4]2[C:8](=[CH:9][CH:10]=1)[N:7]([CH3:11])[C:6]([C:12]1[CH:13]=[CH:14][C:15]([Cl:18])=[CH:16][CH:17]=1)=[C:5]2[CH2:19][CH2:20][C:21]([N:34]1[CH2:33][CH2:32][C:31]([CH2:30][C:24]2[CH:29]=[CH:28][CH:27]=[CH:26][CH:25]=2)([OH:37])[CH2:36][CH2:35]1)=[O:23]. The yield is 0.680.